Dataset: Peptide-MHC class I binding affinity with 185,985 pairs from IEDB/IMGT. Task: Regression. Given a peptide amino acid sequence and an MHC pseudo amino acid sequence, predict their binding affinity value. This is MHC class I binding data. The peptide sequence is MTYKLAIDM. The MHC is Mamu-A02 with pseudo-sequence Mamu-A02. The binding affinity (normalized) is 0.817.